Task: Predict the reactants needed to synthesize the given product.. Dataset: Retrosynthesis with 50K atom-mapped reactions and 10 reaction types from USPTO (1) Given the product O=CCCCN1CCOCC1, predict the reactants needed to synthesize it. The reactants are: OCCCCN1CCOCC1. (2) The reactants are: COc1cccc([C@@H](Oc2ccc3c(cnn3-c3ccc(F)cc3)c2)[C@H](C)N)c1.NC(=O)NCC(=O)O. Given the product COc1cccc([C@@H](Oc2ccc3c(cnn3-c3ccc(F)cc3)c2)[C@H](C)NC(=O)CNC(N)=O)c1, predict the reactants needed to synthesize it. (3) Given the product O=[N+]([O-])c1ccc(Cc2nccs2)cc1, predict the reactants needed to synthesize it. The reactants are: NC(=S)Cc1ccc([N+](=O)[O-])cc1.O=CCCl. (4) Given the product CC(C)(C)c1ccc(Nc2ccc(-c3ccc(OC(F)(F)F)cc3)cc2)cc1, predict the reactants needed to synthesize it. The reactants are: CC(C)(C)c1ccc(B(O)O)cc1.Nc1ccc(-c2ccc(OC(F)(F)F)cc2)cc1. (5) Given the product CCCCCC1CCC(C(=O)N[C@H]2CO[C@@H]3[C@@H](NC(=O)C4CC4)CO[C@H]23)CC1, predict the reactants needed to synthesize it. The reactants are: CCCCCC1CCC(C(=O)O)CC1.N[C@H]1CO[C@@H]2[C@@H](NC(=O)C3CC3)CO[C@H]12. (6) Given the product CC[C@@H]1CN(Cc2ccccc2)[C@H](C)CN1C, predict the reactants needed to synthesize it. The reactants are: C=O.CC[C@@H]1CN(Cc2ccccc2)[C@H](C)CN1. (7) Given the product Cc1ccc2c(c1)c(C(=O)CCN(C)C)cn2C, predict the reactants needed to synthesize it. The reactants are: C=O.CC(=O)c1cn(C)c2ccc(C)cc12.CNC. (8) Given the product CC(C)(C)OC(=O)N1CCC(n2ncc3c(Oc4cccnc4C#N)ncnc32)CC1, predict the reactants needed to synthesize it. The reactants are: CC(C)(C)OC(=O)N1CCC(n2ncc3c(Cl)ncnc32)CC1.N#Cc1ncccc1O. (9) Given the product CCOc1c(C)c(N2CCN(c3ccc(F)cc3)CC2)c(C)c2c1OC(C)C2, predict the reactants needed to synthesize it. The reactants are: CCOc1c(C)c(Br)c(C)c2c1OC(C)C2.Fc1ccc(N2CCNCC2)cc1. (10) Given the product CC(C)(C)OC(=O)N1CCC(CCN)CC1, predict the reactants needed to synthesize it. The reactants are: CC(C)(C)OC(=O)N1CCC(CCN=[N+]=[N-])CC1.